Dataset: Forward reaction prediction with 1.9M reactions from USPTO patents (1976-2016). Task: Predict the product of the given reaction. Given the reactants [OH:1][C:2]1[CH:3]=[C:4]2[C:8](=[CH:9][CH:10]=1)[NH:7][C:6]([C:11]([NH2:13])=[O:12])=[C:5]2[S:14]([N:17]1[CH2:22][CH2:21][O:20][CH2:19][CH2:18]1)(=[O:16])=[O:15].C(=O)([O-])[O-].[Cs+].[Cs+].I[CH:30]([CH3:32])[CH3:31].O, predict the reaction product. The product is: [CH:30]([O:1][C:2]1[CH:3]=[C:4]2[C:8](=[CH:9][CH:10]=1)[NH:7][C:6]([C:11]([NH2:13])=[O:12])=[C:5]2[S:14]([N:17]1[CH2:22][CH2:21][O:20][CH2:19][CH2:18]1)(=[O:16])=[O:15])([CH3:32])[CH3:31].